This data is from Reaction yield outcomes from USPTO patents with 853,638 reactions. The task is: Predict the reaction yield, written as a fraction of the theoretical maximum amount of product (1.0 means a 100% yield; for example, 0.34 means a 34% yield). (1) The product is [Br:1][C:2]1[CH:11]=[CH:10][C:5]2[N:6]=[C:7]([NH:9][C:12](=[O:14])[CH3:13])[S:8][C:4]=2[CH:3]=1. The catalyst is C(Cl)Cl.CN(C1C=CN=CC=1)C. The yield is 0.910. The reactants are [Br:1][C:2]1[CH:11]=[CH:10][C:5]2[N:6]=[C:7]([NH2:9])[S:8][C:4]=2[CH:3]=1.[C:12](OC(=O)C)(=[O:14])[CH3:13]. (2) The reactants are [H-].[Na+].[Br:3][C:4]1[CH:5]=[C:6]2[C:10](=[CH:11][CH:12]=1)[NH:9][CH:8]=[CH:7]2.S(O[CH2:24][CH:25]1[CH2:30][CH2:29][N:28]([C:31]([O:33][C:34]([CH3:37])([CH3:36])[CH3:35])=[O:32])[CH2:27][CH2:26]1)(C1C=CC(C)=CC=1)(=O)=O.C(OCC)(=O)C.CCCCCC. The catalyst is CN(C=O)C. The product is [Br:3][C:4]1[CH:5]=[C:6]2[C:10](=[CH:11][CH:12]=1)[N:9]([CH2:24][CH:25]1[CH2:30][CH2:29][N:28]([C:31]([O:33][C:34]([CH3:35])([CH3:37])[CH3:36])=[O:32])[CH2:27][CH2:26]1)[CH:8]=[CH:7]2. The yield is 0.777. (3) The reactants are [CH3:1][CH:2]([CH3:17])[CH2:3][CH2:4][NH:5][C:6]([C:8]1([C:13]([O:15]C)=[O:14])[CH2:12][CH2:11][CH2:10][CH2:9]1)=[O:7].O.[OH-].[Li+].[CH2:21]1COCC1. The catalyst is O.Cl. The yield is 0.900. The product is [CH3:21][CH:9]1[CH2:10][CH2:11][CH2:12][C:8]1([C:6](=[O:7])[NH:5][CH2:4][CH2:3][CH:2]([CH3:17])[CH3:1])[C:13]([OH:15])=[O:14]. (4) The reactants are C(C1[C:4]([F:15])=[CH:5][N:6]=[C:7]2[C:12]=1[N:11]=[C:10]([O:13][CH3:14])[CH:9]=[CH:8]2)=C.S([O-])([O-])=O.[Na+].[Na+].[C:22]([OH:26])(C)([CH3:24])[CH3:23].[OH2:27]. No catalyst specified. The product is [F:15][C:4]1[CH:5]=[N:6][C:7]2[C:12]([C:23]=1[CH:22]([OH:26])[CH2:24][OH:27])=[N:11][C:10]([O:13][CH3:14])=[CH:9][CH:8]=2. The yield is 0.960. (5) The reactants are [Br:1][CH2:2][C:3](=[CH2:7])[C:4]([OH:6])=[O:5].[CH3:8][CH:9](OC(/N=N/C(OC(C)C)=O)=O)[CH3:10].C(O)(C)C.C1(P(C2C=CC=CC=2)C2C=CC=CC=2)C=CC=CC=1. The product is [Br:1][CH2:2][C:3](=[CH2:7])[C:4]([O:6][CH:9]([CH3:10])[CH3:8])=[O:5]. The catalyst is C(OCC)C. The yield is 0.440.